This data is from Full USPTO retrosynthesis dataset with 1.9M reactions from patents (1976-2016). The task is: Predict the reactants needed to synthesize the given product. (1) Given the product [Br:10][C:11]1[CH:16]=[CH:15][C:14]([C@@H:17]([C@H:21]2[N:22]([C:28]([O:30][C:31]([CH3:34])([CH3:32])[CH3:33])=[O:29])[C:23]([CH3:26])([CH3:27])[CH2:24][CH2:25]2)[C:18]([N:51]2[CH2:52][CH2:53][N:48]([C:46]3[C:47]4[C@H:39]([CH3:38])[CH2:40][C@@H:41]([OH:54])[C:42]=4[N:43]=[CH:44][N:45]=3)[CH2:49][CH2:50]2)=[O:19])=[CH:13][C:12]=1[F:35], predict the reactants needed to synthesize it. The reactants are: C(N(C(C)C)C(C)C)C.[Br:10][C:11]1[CH:16]=[CH:15][C:14]([C@@H:17]([C@@H:21]2[CH2:25][CH2:24][C:23]([CH3:27])([CH3:26])[N:22]2[C:28]([O:30][C:31]([CH3:34])([CH3:33])[CH3:32])=[O:29])[C:18](O)=[O:19])=[CH:13][C:12]=1[F:35].Cl.Cl.[CH3:38][C@H:39]1[C:47]2[C:46]([N:48]3[CH2:53][CH2:52][NH:51][CH2:50][CH2:49]3)=[N:45][CH:44]=[N:43][C:42]=2[C@@H:41]([OH:54])[CH2:40]1.CN(C(ON1N=NC2C=CC=NC1=2)=[N+](C)C)C.F[P-](F)(F)(F)(F)F. (2) Given the product [Br:1][C:2]1[CH:3]=[CH:4][C:5]([S:8][CH:10]2[CH2:14][CH2:13][CH2:12][CH2:11]2)=[N:6][CH:7]=1, predict the reactants needed to synthesize it. The reactants are: [Br:1][C:2]1[CH:3]=[CH:4][C:5]([SH:8])=[N:6][CH:7]=1.Br[CH:10]1[CH2:14][CH2:13][CH2:12][CH2:11]1. (3) The reactants are: [NH2:1][C:2]1[CH:7]=[C:6]([NH:8][CH:9]2[CH2:11][CH2:10]2)[N:5]2[N:12]=[CH:13][C:14]([CH:15]=O)=[C:4]2[N:3]=1.[NH:17]1[CH2:23][C:21](=[O:22])[NH:20][C:18]1=[O:19].N1CCCCC1. Given the product [NH2:1][C:2]1[CH:7]=[C:6]([NH:8][CH:9]2[CH2:10][CH2:11]2)[N:5]2[N:12]=[CH:13][C:14]([CH:15]=[C:23]3[NH:17][C:18](=[O:19])[NH:20][C:21]3=[O:22])=[C:4]2[N:3]=1, predict the reactants needed to synthesize it.